Dataset: Forward reaction prediction with 1.9M reactions from USPTO patents (1976-2016). Task: Predict the product of the given reaction. (1) Given the reactants [NH2:1][CH:2]1[CH2:6][N:5]([CH:7]([CH2:11][CH3:12])[C:8]([NH2:10])=[O:9])[C:4](=[O:13])[CH2:3]1.[CH:14](OCC)(OCC)OCC.[N-:24]=[N+:25]=[N-:26].[Na+], predict the reaction product. The product is: [O:13]=[C:4]1[CH2:3][CH:2]([N:1]2[CH:14]=[N:26][N:25]=[N:24]2)[CH2:6][N:5]1[CH:7]([CH2:11][CH3:12])[C:8]([NH2:10])=[O:9]. (2) Given the reactants [Cl:1][C:2]1[CH:3]=[C:4]([C@@H:8]([OH:10])[CH3:9])[CH:5]=[CH:6][CH:7]=1.[H-].[Na+].[F:13][C:14]1[CH:21]=[CH:20][CH:19]=[C:18](F)[C:15]=1[C:16]#[N:17], predict the reaction product. The product is: [F:13][C:14]1[CH:21]=[CH:20][C:19]([O:10][C@H:8]([C:4]2[CH:5]=[CH:6][CH:7]=[C:2]([Cl:1])[CH:3]=2)[CH3:9])=[CH:18][C:15]=1[C:16]#[N:17].